From a dataset of Aqueous solubility values for 9,982 compounds from the AqSolDB database. Regression/Classification. Given a drug SMILES string, predict its absorption, distribution, metabolism, or excretion properties. Task type varies by dataset: regression for continuous measurements (e.g., permeability, clearance, half-life) or binary classification for categorical outcomes (e.g., BBB penetration, CYP inhibition). For this dataset (solubility_aqsoldb), we predict Y. (1) The molecule is CCOC(=O)c1ccc([O-])cc1.[Na+]. The Y is 0.725 log mol/L. (2) The drug is CN(C)c1cc[nH+]cc1. The Y is -0.206 log mol/L. (3) The compound is Nc1ccc(O)cc1. The Y is -0.800 log mol/L. (4) The compound is CCN(CC)c1nc(NC(C)C)nc(OC)n1. The Y is -4.89 log mol/L. (5) The drug is CC(Cl)(Cl)Cl. The Y is -2.14 log mol/L. (6) The molecule is CC(C)OC(=O)C1(S(=O)(=O)c2ccc(Cl)cc2)CC1. The Y is -3.54 log mol/L. (7) The Y is -5.09 log mol/L. The compound is C=C(C)CC(C)(C)C.c1ccc(Nc2ccccc2)cc1. (8) The drug is CC(=O)NC(Cc1c[nH]c2ccccc12)C(=O)O. The Y is -2.31 log mol/L. (9) The drug is COCCOc1c(OC)cc(Cc2cnc(N)nc2N)cc1OC. The Y is -2.10 log mol/L.